Dataset: Reaction yield outcomes from USPTO patents with 853,638 reactions. Task: Predict the reaction yield, written as a fraction of the theoretical maximum amount of product (1.0 means a 100% yield; for example, 0.34 means a 34% yield). (1) The reactants are [N+:1]([C:4]1[CH:14]=[CH:13][C:7]([O:8][CH2:9][C:10]([OH:12])=O)=[CH:6][CH:5]=1)([O-:3])=[O:2].Cl.C([N:18](CC)[CH2:19][CH3:20])C.CC[N:25]=C=NCCCN(C)C.Cl.C(N(C(C)C)CC)(C)C. The catalyst is C1COCC1. The product is [N+:1]([C:4]1[CH:5]=[CH:6][C:7]([O:8][CH2:9][C:10]2[O:12][N:25]=[C:19]([CH3:20])[N:18]=2)=[CH:13][CH:14]=1)([O-:3])=[O:2]. The yield is 0.600. (2) The reactants are [NH2:1][C@@H:2]1[C:11]2[C:6](=[CH:7][CH:8]=[CH:9][CH:10]=2)[C@H:5]([OH:12])[CH2:4][CH2:3]1.[H-].[Na+].F[C:16]1[CH:17]=[CH:18][C:19]2[N:20]([C:22]([C@@H:25]3[CH2:29][CH2:28][CH2:27][N:26]3[CH3:30])=[N:23][N:24]=2)[CH:21]=1.[NH4+].[Cl-]. The catalyst is CN(C=O)C. The product is [CH3:30][N:26]1[CH2:27][CH2:28][CH2:29][C@H:25]1[C:22]1[N:20]2[CH:21]=[C:16]([O:12][C@H:5]3[C:6]4[C:11](=[CH:10][CH:9]=[CH:8][CH:7]=4)[C@@H:2]([NH2:1])[CH2:3][CH2:4]3)[CH:17]=[CH:18][C:19]2=[N:24][N:23]=1. The yield is 0.360. (3) The reactants are [N+:1]([C:4]1[CH:22]=[CH:21][C:7]2[N:8]([CH2:16][C:17]([F:20])([F:19])[F:18])[CH:9]([C:12]([F:15])([F:14])[F:13])[CH2:10][O:11][C:6]=2[CH:5]=1)([O-])=O. The catalyst is C(OCC)(=O)C.[Pd]. The product is [NH2:1][C:4]1[CH:22]=[CH:21][C:7]2[N:8]([CH2:16][C:17]([F:20])([F:19])[F:18])[CH:9]([C:12]([F:13])([F:14])[F:15])[CH2:10][O:11][C:6]=2[CH:5]=1. The yield is 0.930. (4) The yield is 0.790. The reactants are C([O:3][C:4]([C:6]1[CH:7]=[CH:8][N:9]2[C:14]=1[CH2:13][CH2:12][CH2:11][CH2:10]2)=[O:5])C.O.[OH-].[K+].Cl. The catalyst is CO. The product is [C:6]1([C:4]([OH:5])=[O:3])[CH:7]=[CH:8][N:9]2[C:14]=1[CH2:13][CH2:12][CH2:11][CH2:10]2. (5) The reactants are Br[C:2]1[CH:3]=[CH:4][C:5]([F:21])=[C:6]([C:8]2[CH:13]=[CH:12][C:11]([S:14]([CH2:17][CH3:18])(=[O:16])=[O:15])=[CH:10][C:9]=2[O:19][CH3:20])[CH:7]=1.[B:22]1([B:22]2[O:26][C:25]([CH3:28])([CH3:27])[C:24]([CH3:30])([CH3:29])[O:23]2)[O:26][C:25]([CH3:28])([CH3:27])[C:24]([CH3:30])([CH3:29])[O:23]1.C([O-])(=O)C.[K+]. The catalyst is O1CCOCC1.C1(P([C-]2C=CC=C2)C2C=CC=CC=2)C=CC=CC=1.[C-]1(P(C2C=CC=CC=2)C2C=CC=CC=2)C=CC=C1.[Fe+2].Cl[Pd]Cl. The product is [CH2:17]([S:14]([C:11]1[CH:12]=[CH:13][C:8]([C:6]2[C:5]([F:21])=[CH:4][CH:3]=[C:2]([B:22]3[O:26][C:25]([CH3:28])([CH3:27])[C:24]([CH3:30])([CH3:29])[O:23]3)[CH:7]=2)=[C:9]([O:19][CH3:20])[CH:10]=1)(=[O:16])=[O:15])[CH3:18]. The yield is 0.930. (6) The reactants are [F:1][C:2]([F:33])([F:32])[C:3]1[CH:27]=[C:26]([C:28]([F:31])([F:30])[F:29])[CH:25]=[CH:24][C:4]=1[CH2:5][O:6][C:7]1[CH:12]=[CH:11][C:10](/[CH:13]=[C:14]2/[C:15]([NH:20][CH3:21])=[N:16][C:17](=[O:19])[S:18]/2)=[CH:9][C:8]=1[O:22][CH3:23].[C:34](=O)([O-])[O-].[K+].[K+].CI.O. The catalyst is CN(C)C=O. The product is [F:33][C:2]([F:1])([F:32])[C:3]1[CH:27]=[C:26]([C:28]([F:30])([F:29])[F:31])[CH:25]=[CH:24][C:4]=1[CH2:5][O:6][C:7]1[CH:12]=[CH:11][C:10](/[CH:13]=[C:14]2/[C:15]([N:20]([CH3:34])[CH3:21])=[N:16][C:17](=[O:19])[S:18]/2)=[CH:9][C:8]=1[O:22][CH3:23]. The yield is 0.270. (7) The reactants are [N+:1]([C:4]1[N:9]=[CH:8][C:7]([N:10]2[CH2:15][CH2:14][N:13]([C:16]([C:18]3[CH:23]=[CH:22][CH:21]=[CH:20][C:19]=3[C:24]([F:27])([F:26])[F:25])=[O:17])[CH2:12][CH2:11]2)=[CH:6][CH:5]=1)([O-])=O.C1COCC1. The catalyst is [Pd].CO. The product is [NH2:1][C:4]1[N:9]=[CH:8][C:7]([N:10]2[CH2:11][CH2:12][N:13]([C:16]([C:18]3[CH:23]=[CH:22][CH:21]=[CH:20][C:19]=3[C:24]([F:27])([F:26])[F:25])=[O:17])[CH2:14][CH2:15]2)=[CH:6][CH:5]=1. The yield is 0.490. (8) The reactants are [Si:1]([O:8][CH2:9][C@@H:10]1[C@@H:14]([OH:15])[CH2:13][CH2:12][N:11]1[C:16]([O:18][C:19]([CH3:22])([CH3:21])[CH3:20])=[O:17])([C:4]([CH3:7])([CH3:6])[CH3:5])([CH3:3])[CH3:2].[H-].[Na+].[F:25][C:26]1[CH:27]=[C:28]([N+:33]([O-:35])=[O:34])[CH:29]=[C:30](F)[CH:31]=1. The catalyst is CN(C=O)C. The product is [Si:1]([O:8][CH2:9][C@@H:10]1[C@@H:14]([O:15][C:30]2[CH:29]=[C:28]([N+:33]([O-:35])=[O:34])[CH:27]=[C:26]([F:25])[CH:31]=2)[CH2:13][CH2:12][N:11]1[C:16]([O:18][C:19]([CH3:22])([CH3:21])[CH3:20])=[O:17])([C:4]([CH3:7])([CH3:6])[CH3:5])([CH3:3])[CH3:2]. The yield is 0.820.